This data is from Forward reaction prediction with 1.9M reactions from USPTO patents (1976-2016). The task is: Predict the product of the given reaction. (1) Given the reactants [CH3:1][C:2]1[C:6]([CH2:7][N:8]2[CH:12]=[C:11]([N:13]3[C:17](=[O:18])[CH2:16][NH:15][C:14]3=[O:19])[CH:10]=[N:9]2)=[C:5]([CH3:20])[O:4][N:3]=1.Br[CH2:22][C:23]1[CH:28]=[CH:27][CH:26]=[CH:25][C:24]=1[C:29]([F:32])([F:31])[F:30], predict the reaction product. The product is: [CH3:1][C:2]1[C:6]([CH2:7][N:8]2[CH:12]=[C:11]([N:13]3[C:17](=[O:18])[CH2:16][N:15]([CH2:22][C:23]4[CH:28]=[CH:27][CH:26]=[CH:25][C:24]=4[C:29]([F:30])([F:31])[F:32])[C:14]3=[O:19])[CH:10]=[N:9]2)=[C:5]([CH3:20])[O:4][N:3]=1. (2) Given the reactants C([O:3][C:4](=O)[CH2:5][C:6]1([OH:19])[CH2:11][CH2:10][N:9]([C:12]([O:14][C:15]([CH3:18])([CH3:17])[CH3:16])=[O:13])[CH2:8][CH2:7]1)C.[H-].[Al+3].[Li+].[H-].[H-].[H-], predict the reaction product. The product is: [OH:19][C:6]1([CH2:5][CH2:4][OH:3])[CH2:11][CH2:10][N:9]([C:12]([O:14][C:15]([CH3:16])([CH3:17])[CH3:18])=[O:13])[CH2:8][CH2:7]1. (3) Given the reactants [NH2:1][CH:2]1[CH2:6][N:5]([C:7]([O:9][CH2:10][C:11]2[CH:16]=[CH:15][CH:14]=[CH:13][CH:12]=2)=[O:8])[CH2:4][C:3]1([CH3:18])[CH3:17].[Br:19][C:20]1[CH:21]=[C:22]2[C:27](Cl)=[C:26]([C:29]([NH2:31])=[O:30])[CH:25]=[N:24][N:23]2[CH:32]=1, predict the reaction product. The product is: [Br:19][C:20]1[CH:21]=[C:22]2[C:27]([NH:1][C@@H:2]3[CH2:6][N:5]([C:7]([O:9][CH2:10][C:11]4[CH:16]=[CH:15][CH:14]=[CH:13][CH:12]=4)=[O:8])[CH2:4][C:3]3([CH3:18])[CH3:17])=[C:26]([C:29](=[O:30])[NH2:31])[CH:25]=[N:24][N:23]2[CH:32]=1. (4) Given the reactants [CH:1]1[C:10]2[C:5](=[CH:6][CH:7]=[CH:8][CH:9]=2)[CH:4]=[CH:3][C:2]=1[CH2:11][N:12]1[C:21](=[O:22])[C:20]2[CH:23]=[C:24]([N+:26]([O-])=O)[CH:25]=[C:18]3[C:19]=2[C:14](=[CH:15][CH:16]=[CH:17]3)[C:13]1=[O:29], predict the reaction product. The product is: [NH2:26][C:24]1[CH:25]=[C:18]2[CH:17]=[CH:16][CH:15]=[C:14]3[C:19]2=[C:20]([CH:23]=1)[C:21](=[O:22])[N:12]([CH2:11][C:2]1[CH:3]=[CH:4][C:5]2[C:10](=[CH:9][CH:8]=[CH:7][CH:6]=2)[CH:1]=1)[C:13]3=[O:29]. (5) Given the reactants Cl[C:2]1[C:7]([O:8][CH2:9][O:10][CH3:11])=[CH:6][CH:5]=[CH:4][N:3]=1.[CH2:12]([Mg]Cl)[CH2:13][CH3:14].Cl, predict the reaction product. The product is: [CH3:11][O:10][CH2:9][O:8][C:7]1[C:2]([CH2:12][CH2:13][CH3:14])=[N:3][CH:4]=[CH:5][CH:6]=1. (6) Given the reactants Br[C:2]1[C:6]2=[N:7][CH:8]=[CH:9][CH:10]=[C:5]2[N:4]([C:11]([C:13]2[C:18]([C:19]([F:22])([F:21])[F:20])=[CH:17][CH:16]=[CH:15][C:14]=2[Cl:23])=[O:12])[N:3]=1.[CH3:24][CH:25]1[CH:30]([C:31]([OH:33])=[O:32])[CH2:29][CH2:28][NH:27][CH2:26]1.C([O-])([O-])=O.[K+].[K+].O, predict the reaction product. The product is: [Cl:23][C:14]1[CH:15]=[CH:16][CH:17]=[C:18]([C:19]([F:22])([F:21])[F:20])[C:13]=1[C:11]([N:4]1[C:5]2[C:6](=[N:7][CH:8]=[CH:9][CH:10]=2)[C:2]([N:27]2[CH2:28][CH2:29][CH:30]([C:31]([OH:33])=[O:32])[CH:25]([CH3:24])[CH2:26]2)=[N:3]1)=[O:12]. (7) Given the reactants [C:1]([C:5]1[CH:10]=[CH:9][C:8]([C:11]2[S:15][CH:14]=[C:13]([C:16](=[N:18][NH:19][C:20]([NH:22][C:23]3[CH:32]=[CH:31][C:26]([C:27]([O:29]C)=[O:28])=[C:25]([Cl:33])[CH:24]=3)=[S:21])[CH3:17])[C:12]=2[OH:34])=[CH:7][CH:6]=1)([CH3:4])([CH3:3])[CH3:2].[OH-].[Na+].Cl, predict the reaction product. The product is: [C:1]([C:5]1[CH:10]=[CH:9][C:8]([C:11]2[S:15][CH:14]=[C:13]([C:16](=[N:18][NH:19][C:20]([NH:22][C:23]3[CH:32]=[CH:31][C:26]([C:27]([OH:29])=[O:28])=[C:25]([Cl:33])[CH:24]=3)=[S:21])[CH3:17])[C:12]=2[OH:34])=[CH:7][CH:6]=1)([CH3:2])([CH3:3])[CH3:4].